From a dataset of Full USPTO retrosynthesis dataset with 1.9M reactions from patents (1976-2016). Predict the reactants needed to synthesize the given product. (1) Given the product [CH3:15][C:11]1[C:3]([O:4][CH:5]2[CH2:10][CH2:9][CH2:8][CH2:7][O:6]2)=[C:2]([C:19]2[CH:20]=[CH:21][N:16]=[CH:17][CH:18]=2)[CH:14]=[CH:13][CH:12]=1, predict the reactants needed to synthesize it. The reactants are: Br[C:2]1[CH:14]=[CH:13][CH:12]=[C:11]([CH3:15])[C:3]=1[O:4][CH:5]1[CH2:10][CH2:9][CH2:8][CH2:7][O:6]1.[N:16]1[CH:21]=[CH:20][C:19](B(O)O)=[CH:18][CH:17]=1.C([O-])([O-])=O.[Cs+].[Cs+]. (2) Given the product [Br:14][C:15]1[CH:21]=[C:20]([N+:22]([O-:24])=[O:23])[CH:19]=[CH:18][C:16]=1[N:17]1[C:6](=[O:8])[C:5]2[C:4](=[CH:13][CH:12]=[CH:11][CH:10]=2)[NH:1][C:2]1=[O:3], predict the reactants needed to synthesize it. The reactants are: [N:1]([C:4]1[CH:13]=[CH:12][CH:11]=[CH:10][C:5]=1[C:6]([O:8]C)=O)=[C:2]=[O:3].[Br:14][C:15]1[CH:21]=[C:20]([N+:22]([O-:24])=[O:23])[CH:19]=[CH:18][C:16]=1[NH2:17].CCN(C(C)C)C(C)C.C1CCN2C(=NCCC2)CC1. (3) Given the product [CH3:13][O:14][N:15]=[C:7]1[C:8]2[C:4](=[CH:3][C:2]([Br:1])=[CH:10][CH:9]=2)[CH2:5][CH2:6]1, predict the reactants needed to synthesize it. The reactants are: [Br:1][C:2]1[CH:3]=[C:4]2[C:8](=[CH:9][CH:10]=1)[C:7](=O)[CH2:6][CH2:5]2.Cl.[CH3:13][O:14][NH2:15]. (4) Given the product [Br:22][C:10]1[C:9]([OH:12])=[C:4]([C:3]([O:13][CH3:14])=[C:2]([Cl:1])[CH:11]=1)[C:5]([O:7][CH3:8])=[O:6], predict the reactants needed to synthesize it. The reactants are: [Cl:1][C:2]1[C:3]([O:13][CH3:14])=[C:4]([C:9]([OH:12])=[CH:10][CH:11]=1)[C:5]([O:7][CH3:8])=[O:6].C1C(=O)N([Br:22])C(=O)C1. (5) The reactants are: [CH2:1]([C:4]1[CH:14]=[CH:13][C:7]([C:8]([O:10][CH2:11][CH3:12])=[O:9])=[CH:6][CH:5]=1)[CH:2]=[CH2:3].C1C=C(Cl)C=C(C(OO)=[O:23])C=1. Given the product [O:23]1[CH2:3][CH:2]1[CH2:1][C:4]1[CH:14]=[CH:13][C:7]([C:8]([O:10][CH2:11][CH3:12])=[O:9])=[CH:6][CH:5]=1, predict the reactants needed to synthesize it.